This data is from Forward reaction prediction with 1.9M reactions from USPTO patents (1976-2016). The task is: Predict the product of the given reaction. Given the reactants Cl.[NH:2]1[CH2:5][CH:4]([C:6]2[CH:27]=[CH:26][C:9]3[C:10]4[N:14]([CH2:15][CH2:16][O:17][C:8]=3[CH:7]=2)[CH:13]=[C:12]([C:18]2[N:19]([CH:23]([CH3:25])[CH3:24])[N:20]=[CH:21][N:22]=2)[N:11]=4)[CH2:3]1.Cl[CH2:29][C:30]([NH:32][CH:33]([CH3:35])[CH3:34])=[O:31].CO, predict the reaction product. The product is: [CH:33]([NH:32][C:30](=[O:31])[CH2:29][N:2]1[CH2:3][CH:4]([C:6]2[CH:27]=[CH:26][C:9]3[C:10]4[N:14]([CH:13]=[C:12]([C:18]5[N:19]([CH:23]([CH3:24])[CH3:25])[N:20]=[CH:21][N:22]=5)[N:11]=4)[CH2:15][CH2:16][O:17][C:8]=3[CH:7]=2)[CH2:5]1)([CH3:35])[CH3:34].